Task: Regression. Given a peptide amino acid sequence and an MHC pseudo amino acid sequence, predict their binding affinity value. This is MHC class II binding data.. Dataset: Peptide-MHC class II binding affinity with 134,281 pairs from IEDB (1) The peptide sequence is DSNYKLAVDGLLSKV. The MHC is DRB1_0401 with pseudo-sequence DRB1_0401. The binding affinity (normalized) is 0.833. (2) The peptide sequence is SSPDNVKPLYIITPT. The MHC is DRB1_0405 with pseudo-sequence DRB1_0405. The binding affinity (normalized) is 0.408. (3) The peptide sequence is EIDTDGDGFIDFNEF. The binding affinity (normalized) is 0.262. The MHC is HLA-DPA10201-DPB10501 with pseudo-sequence HLA-DPA10201-DPB10501. (4) The binding affinity (normalized) is 0.676. The peptide sequence is VVVHITDDNEEPIAA. The MHC is HLA-DQA10201-DQB10202 with pseudo-sequence HLA-DQA10201-DQB10202. (5) The peptide sequence is IEDVQTDIPSEPWNT. The MHC is DRB3_0301 with pseudo-sequence DRB3_0301. The binding affinity (normalized) is 0.372. (6) The peptide sequence is DELQIVDKIDAAFKI. The MHC is DRB4_0101 with pseudo-sequence DRB4_0103. The binding affinity (normalized) is 0.574. (7) The peptide sequence is GSLKTALTGAMRVTK. The MHC is DRB1_0801 with pseudo-sequence DRB1_0801. The binding affinity (normalized) is 0.526.